Predict the reaction yield, written as a fraction of the theoretical maximum amount of product (1.0 means a 100% yield; for example, 0.34 means a 34% yield). From a dataset of Reaction yield outcomes from USPTO patents with 853,638 reactions. (1) The reactants are [CH2:1]([N:4]1[C:12]2[CH:11]=[CH:10][C:9]([NH:13][CH3:14])=[CH:8][C:7]=2[CH:6]2[CH2:15][N:16]([C:19]([O:21][C:22]([CH3:25])([CH3:24])[CH3:23])=[O:20])[CH2:17][CH2:18][CH:5]12)[CH:2]=[CH2:3].[C:26]1([S:32](Cl)(=[O:34])=[O:33])[CH:31]=[CH:30][CH:29]=[CH:28][CH:27]=1.C(N(CC)CC)C. The catalyst is ClCCl. The product is [CH2:1]([N:4]1[C:12]2[CH:11]=[CH:10][C:9]([N:13]([CH3:14])[S:32]([C:26]3[CH:31]=[CH:30][CH:29]=[CH:28][CH:27]=3)(=[O:34])=[O:33])=[CH:8][C:7]=2[CH:6]2[CH2:15][N:16]([C:19]([O:21][C:22]([CH3:25])([CH3:24])[CH3:23])=[O:20])[CH2:17][CH2:18][CH:5]12)[CH:2]=[CH2:3]. The yield is 0.450. (2) The reactants are BrCCBr.C[Si](Cl)(C)C.[CH3:10][O:11][C:12](=[O:23])/[C:13](/I)=[CH:14]\[CH:15]1[CH2:21][CH2:20][CH2:19][CH2:18][CH2:17][CH2:16]1.C1(P(C2C=CC=CC=2)C2C=CC=CC=2)C=CC=CC=1.[CH3:43][S:44]([C:47]1[CH:52]=[CH:51][C:50](Br)=[CH:49][CH:48]=1)(=[O:46])=[O:45].[Cl-].[NH4+]. The catalyst is O1CCCC1.[Zn].C1C=CC(/C=C/C(/C=C/C2C=CC=CC=2)=O)=CC=1.C1C=CC(/C=C/C(/C=C/C2C=CC=CC=2)=O)=CC=1.[Pd]. The product is [CH3:10][O:11][C:12](=[O:23])/[C:13](/[C:50]1[CH:51]=[CH:52][C:47]([S:44]([CH3:43])(=[O:46])=[O:45])=[CH:48][CH:49]=1)=[CH:14]/[CH:15]1[CH2:21][CH2:20][CH2:19][CH2:18][CH2:17][CH2:16]1. The yield is 0.990. (3) The reactants are [NH2:1][C:2]1[N:7]=[CH:6][N:5]=[C:4]2[N:8]([C:12]3[CH:17]=[CH:16][C:15]([N:18]([CH3:27])[C:19](=[O:26])/[CH:20]=[CH:21]/[CH2:22][N:23]([CH3:25])[CH3:24])=[CH:14][CH:13]=3)[N:9]=[C:10](I)[C:3]=12.[Cl:28][C:29]1[CH:34]=[CH:33][C:32](B(O)O)=[CH:31][CH:30]=1.C(Cl)Cl. The catalyst is COCCOC.O.C1C=CC(P(C2C=CC=CC=2)[C-]2C=CC=C2)=CC=1.C1C=CC(P(C2C=CC=CC=2)[C-]2C=CC=C2)=CC=1.Cl[Pd]Cl.[Fe+2]. The product is [NH2:1][C:2]1[N:7]=[CH:6][N:5]=[C:4]2[N:8]([C:12]3[CH:17]=[CH:16][C:15]([N:18]([CH3:27])[C:19](=[O:26])/[CH:20]=[CH:21]/[CH2:22][N:23]([CH3:25])[CH3:24])=[CH:14][CH:13]=3)[N:9]=[C:10]([C:32]3[CH:33]=[CH:34][C:29]([Cl:28])=[CH:30][CH:31]=3)[C:3]=12. The yield is 0.250. (4) The reactants are [C:1]1([S:7]([C:10]2[CH:11]=[C:12]3[C:17](=[CH:18][CH:19]=2)[CH:16]([CH2:20][CH2:21]OS(C)(=O)=O)[CH2:15][CH2:14][CH2:13]3)(=[O:9])=[O:8])[CH:6]=[CH:5][CH:4]=[CH:3][CH:2]=1.[NH:27]1[CH:31]=[CH:30][N:29]=[CH:28]1.C(=O)([O-])[O-].[K+].[K+].[I-].[K+]. The catalyst is O.C(#N)C. The product is [C:1]1([S:7]([C:10]2[CH:11]=[C:12]3[C:17](=[CH:18][CH:19]=2)[CH:16]([CH2:20][CH2:21][N:27]2[CH:31]=[CH:30][N:29]=[CH:28]2)[CH2:15][CH2:14][CH2:13]3)(=[O:9])=[O:8])[CH:6]=[CH:5][CH:4]=[CH:3][CH:2]=1. The yield is 0.775. (5) The reactants are C([O:8][C:9]1[CH:17]=[C:16]2[C:12]([C@H:13]([CH2:25][Cl:26])[CH2:14][N:15]2[C:18]([O:20][C:21]([CH3:24])([CH3:23])[CH3:22])=[O:19])=[C:11]2[S:27][C:28]([CH3:30])=[CH:29][C:10]=12)C1C=CC=CC=1.[NH4+].C([O-])=O. The catalyst is C1COCC1.CCOCC.[O-]S([O-])(=O)=O.[Na+].[Na+].[Pd]. The product is [Cl:26][CH2:25][C@H:13]1[C:12]2[C:16](=[CH:17][C:9]([OH:8])=[C:10]3[CH:29]=[C:28]([CH3:30])[S:27][C:11]3=2)[N:15]([C:18]([O:20][C:21]([CH3:24])([CH3:23])[CH3:22])=[O:19])[CH2:14]1. The yield is 0.950. (6) The reactants are [Br:1][C:2]1[CH:3]=[C:4](/[C:8](/[CH3:17])=[CH:9]/[C:10]([O:12]C(C)(C)C)=[O:11])[CH:5]=[CH:6][CH:7]=1. The catalyst is ClCCl. The product is [Br:1][C:2]1[CH:3]=[C:4](/[C:8](/[CH3:17])=[CH:9]/[C:10]([OH:12])=[O:11])[CH:5]=[CH:6][CH:7]=1. The yield is 0.380. (7) The reactants are [C:1]([O:5][C:6](=[O:29])[NH:7][C:8]1[CH:13]=[CH:12][CH:11]=[CH:10][C:9]=1[NH:14][C:15](=[O:28])[C:16]1[CH:21]=[CH:20][C:19]([CH:22]([N:25]=[N+]=[N-])[CH2:23][OH:24])=[CH:18][CH:17]=1)([CH3:4])([CH3:3])[CH3:2]. The catalyst is CO.[Pd]. The product is [C:1]([O:5][C:6](=[O:29])[NH:7][C:8]1[CH:13]=[CH:12][CH:11]=[CH:10][C:9]=1[NH:14][C:15](=[O:28])[C:16]1[CH:17]=[CH:18][C:19]([CH:22]([NH2:25])[CH2:23][OH:24])=[CH:20][CH:21]=1)([CH3:4])([CH3:2])[CH3:3]. The yield is 0.600. (8) The reactants are Br[C:2]1[C:3]2[C:4]3[CH:17]=[CH:16][S:15][C:5]=3[C:6](=[O:14])[NH:7][C:8]=2[CH:9]=[CH:10][C:11]=1[O:12][CH3:13].[CH3:18][CH:19]([CH3:45])[CH:20]([C:30]1[CH:35]=[CH:34][C:33](B2OC(C)(C)C(C)(C)O2)=[CH:32][CH:31]=1)[CH2:21][NH:22][C:23](=[O:29])[O:24][C:25]([CH3:28])([CH3:27])[CH3:26]. No catalyst specified. The product is [CH3:13][O:12][C:11]1[CH:10]=[CH:9][C:8]2[NH:7][C:6](=[O:14])[C:5]3[S:15][CH:16]=[CH:17][C:4]=3[C:3]=2[C:2]=1[C:33]1[CH:32]=[CH:31][C:30]([CH:20]([CH:19]([CH3:45])[CH3:18])[CH2:21][NH:22][C:23](=[O:29])[O:24][C:25]([CH3:26])([CH3:27])[CH3:28])=[CH:35][CH:34]=1. The yield is 0.200.